Dataset: Forward reaction prediction with 1.9M reactions from USPTO patents (1976-2016). Task: Predict the product of the given reaction. (1) Given the reactants C([Li])CCC.[C:6]([C:8]1[CH:16]=[CH:15][C:11]2[O:12][CH2:13][O:14][C:10]=2[CH:9]=1)#[CH:7].[C:17]([Si:21]([CH3:40])([CH3:39])[O:22][C@H:23]1[C@H:27]2[O:28][CH2:29][C@@H:30](OS(C(F)(F)F)(=O)=O)[C@H:26]2[O:25][CH2:24]1)([CH3:20])([CH3:19])[CH3:18], predict the reaction product. The product is: [O:12]1[C:11]2[CH:15]=[CH:16][C:8]([C:6]#[C:7][C@@H:30]3[C@H:26]4[O:25][CH2:24][C@@H:23]([O:22][Si:21]([C:17]([CH3:20])([CH3:19])[CH3:18])([CH3:39])[CH3:40])[C@H:27]4[O:28][CH2:29]3)=[CH:9][C:10]=2[O:14][CH2:13]1. (2) The product is: [Cl:37][C:13]1[C:12]([C:9]2[CH:10]=[CH:11][C:6]([O:5][C:4]3[CH:34]=[CH:35][CH:36]=[C:2]([Cl:1])[CH:3]=3)=[C:7]([O:32][CH3:33])[CH:8]=2)=[C:20]2[N:15]([C:14]=1[CH:22]1[CH2:27][CH2:26][N:25]([S:28]([CH3:31])(=[O:29])=[O:30])[CH2:24][CH2:23]1)[N:16]=[CH:17][N:18]=[C:19]2[NH2:21]. Given the reactants [Cl:1][C:2]1[CH:3]=[C:4]([CH:34]=[CH:35][CH:36]=1)[O:5][C:6]1[CH:11]=[CH:10][C:9]([C:12]2[CH:13]=[C:14]([CH:22]3[CH2:27][CH2:26][N:25]([S:28]([CH3:31])(=[O:30])=[O:29])[CH2:24][CH2:23]3)[N:15]3[C:20]=2[C:19]([NH2:21])=[N:18][CH:17]=[N:16]3)=[CH:8][C:7]=1[O:32][CH3:33].[Cl:37]N1C(C)(C)C(=O)N(Cl)C1=O, predict the reaction product. (3) Given the reactants [OH:1][C:2]1[CH:11]=[CH:10][C:9]2[C:4](=[CH:5][CH:6]=[C:7]([C:12]([OH:14])=[O:13])[CH:8]=2)[CH:3]=1.[C:15](OC(=O)C)(=[O:17])[CH3:16].O, predict the reaction product. The product is: [C:15]([O:1][C:2]1[CH:11]=[CH:10][C:9]2[C:4](=[CH:5][CH:6]=[C:7]([C:12]([OH:14])=[O:13])[CH:8]=2)[CH:3]=1)(=[O:17])[CH3:16]. (4) Given the reactants F[C:2]1[C:3]([CH:8]2[CH2:12][CH2:11][N:10]([C:13](=[O:15])[CH3:14])[CH2:9]2)=[N:4][CH:5]=[CH:6][N:7]=1.[N:16]1[CH:21]=[CH:20][CH:19]=[CH:18][C:17]=1[NH:22][C:23]1[CH:28]=[CH:27][C:26]([OH:29])=[CH:25][CH:24]=1.C(=O)([O-])[O-].[Cs+].[Cs+], predict the reaction product. The product is: [N:16]1[CH:21]=[CH:20][CH:19]=[CH:18][C:17]=1[NH:22][C:23]1[CH:28]=[CH:27][C:26]([O:29][C:2]2[C:3]([CH:8]3[CH2:12][CH2:11][N:10]([C:13](=[O:15])[CH3:14])[CH2:9]3)=[N:4][CH:5]=[CH:6][N:7]=2)=[CH:25][CH:24]=1. (5) Given the reactants [CH3:1][O:2][C:3](=[O:32])[C:4]1[CH:9]=[CH:8][C:7]([O:10][CH2:11][CH2:12][CH2:13]Br)=[CH:6][C:5]=1[NH:15][C:16](=[O:31])/[CH:17]=[CH:18]/[C:19]1[CH:24]=[CH:23][C:22]([C:25]2[CH:30]=[CH:29][CH:28]=[CH:27][CH:26]=2)=[CH:21][CH:20]=1.C(=O)([O-])[O-].[Cs+].[Cs+].[C:39]([C:43]1[CH:51]=[CH:50][C:46]([CH:47]=[N:48][OH:49])=[CH:45][CH:44]=1)([CH3:42])([CH3:41])[CH3:40], predict the reaction product. The product is: [C:22]1([C:25]2[CH:26]=[CH:27][CH:28]=[CH:29][CH:30]=2)[CH:21]=[CH:20][C:19](/[CH:18]=[CH:17]/[C:16]([NH:15][C:5]2[CH:6]=[C:7]([O:10][CH2:11][CH2:12][CH2:13][O:49]/[N:48]=[CH:47]/[C:46]3[CH:45]=[CH:44][C:43]([C:39]([CH3:42])([CH3:40])[CH3:41])=[CH:51][CH:50]=3)[CH:8]=[CH:9][C:4]=2[C:3]([OH:32])=[O:2])=[O:31])=[CH:24][CH:23]=1.[CH3:1][O:2][C:3](=[O:32])[C:4]1[CH:9]=[CH:8][C:7]([O:10][CH2:11][CH2:12][CH2:13][O:49]/[N:48]=[CH:47]/[C:46]2[CH:50]=[CH:51][C:43]([C:39]([CH3:42])([CH3:41])[CH3:40])=[CH:44][CH:45]=2)=[CH:6][C:5]=1[NH:15][C:16](=[O:31])/[CH:17]=[CH:18]/[C:19]1[CH:24]=[CH:23][C:22]([C:25]2[CH:30]=[CH:29][CH:28]=[CH:27][CH:26]=2)=[CH:21][CH:20]=1. (6) Given the reactants [F:1][C:2]1[CH:3]=[C:4]2[C:9](=[CH:10][CH:11]=1)[CH:8]=[C:7]([C:12]1[CH2:17][CH2:16][NH:15][CH2:14][CH:13]=1)[CH:6]=[CH:5]2, predict the reaction product. The product is: [F:1][C:2]1[CH:3]=[C:4]2[C:9](=[CH:10][CH:11]=1)[CH:8]=[C:7]([CH:12]1[CH2:13][CH2:14][NH:15][CH2:16][CH2:17]1)[CH:6]=[CH:5]2. (7) Given the reactants [CH3:1][Si:2]([CH3:7])([CH3:6])[CH2:3][CH2:4][OH:5].[H-].[Na+].[Cl:10][C:11]1[N:12]=[N:13][C:14](Cl)=[CH:15][CH:16]=1.[NH4+].[Cl-], predict the reaction product. The product is: [Cl:10][C:11]1[N:12]=[N:13][C:14]([O:5][CH2:4][CH2:3][Si:2]([CH3:7])([CH3:6])[CH3:1])=[CH:15][CH:16]=1. (8) Given the reactants [OH:1][CH:2]1[CH:6]([O:7][CH2:8][C:9]2[CH:14]=[CH:13][CH:12]=[C:11]([O:15][CH3:16])[CH:10]=2)[CH2:5][N:4]([C:17](=[O:24])[C@H:18]([CH2:20][CH:21]([CH3:23])[CH3:22])[NH2:19])[CH2:3]1.CN1CCOCC1.Cl.CN(C)CCCN=C=NCC.ON1C2C=CC=CC=2N=N1.[CH:54]1[C:63]2[C:58](=[CH:59][CH:60]=[CH:61][CH:62]=2)[CH:57]=[CH:56][C:55]=1[C:64](O)=[O:65], predict the reaction product. The product is: [OH:1][CH:2]1[CH:6]([O:7][CH2:8][C:9]2[CH:14]=[CH:13][CH:12]=[C:11]([O:15][CH3:16])[CH:10]=2)[CH2:5][N:4]([C:17](=[O:24])[C@H:18]([CH2:20][CH:21]([CH3:22])[CH3:23])[NH:19][C:64]([C:55]2[CH:56]=[CH:57][C:58]3[C:63](=[CH:62][CH:61]=[CH:60][CH:59]=3)[CH:54]=2)=[O:65])[CH2:3]1. (9) Given the reactants [Br:1][C:2]1[CH:7]=[CH:6][C:5]([CH2:8][C:9]([O:11][CH2:12][CH3:13])=[O:10])=[CH:4][CH:3]=1.[Li+].[CH3:15][CH:16]([N-]C(C)C)C.C(I)C, predict the reaction product. The product is: [Br:1][C:2]1[CH:3]=[CH:4][C:5]([CH:8]([CH2:15][CH3:16])[C:9]([O:11][CH2:12][CH3:13])=[O:10])=[CH:6][CH:7]=1. (10) Given the reactants [N+:1]([C:4]1[CH:9]=[CH:8][C:7]([CH2:10][CH2:11][N:12]2[CH2:17][CH2:16][NH:15][CH2:14][C:13]2=[O:18])=[CH:6][CH:5]=1)([O-:3])=[O:2].[F:19][C:20]1[CH:25]=[C:24]([N+:26]([O-:28])=[O:27])[CH:23]=[CH:22][C:21]=1[CH2:29][CH:30]=O, predict the reaction product. The product is: [F:19][C:20]1[CH:25]=[C:24]([N+:26]([O-:28])=[O:27])[CH:23]=[CH:22][C:21]=1[CH2:29][CH2:30][N:15]1[CH2:16][CH2:17][N:12]([CH2:11][CH2:10][C:7]2[CH:8]=[CH:9][C:4]([N+:1]([O-:3])=[O:2])=[CH:5][CH:6]=2)[C:13](=[O:18])[CH2:14]1.